The task is: Regression. Given a peptide amino acid sequence and an MHC pseudo amino acid sequence, predict their binding affinity value. This is MHC class II binding data.. This data is from Peptide-MHC class II binding affinity with 134,281 pairs from IEDB. (1) The peptide sequence is VADDLTAAINKGILV. The MHC is DRB1_0404 with pseudo-sequence DRB1_0404. The binding affinity (normalized) is 0.316. (2) The peptide sequence is YDKFLANVSTVLAGK. The MHC is DRB1_1101 with pseudo-sequence DRB1_1101. The binding affinity (normalized) is 0.743. (3) The peptide sequence is VLAIVALVVATIIAI. The MHC is DRB4_0101 with pseudo-sequence DRB4_0103. The binding affinity (normalized) is 0.146. (4) The peptide sequence is IKCFEKFLEPKVKFG. The MHC is DRB1_1101 with pseudo-sequence DRB1_1101. The binding affinity (normalized) is 0.450. (5) The peptide sequence is KGDEQKLRSAGELEL. The MHC is HLA-DQA10102-DQB10502 with pseudo-sequence HLA-DQA10102-DQB10502. The binding affinity (normalized) is 0. (6) The peptide sequence is FLHYIFMENAFELPT. The MHC is DRB3_0202 with pseudo-sequence DRB3_0202. The binding affinity (normalized) is 0.376. (7) The peptide sequence is YDKFLNNVSTVLTGK. The MHC is DRB1_0405 with pseudo-sequence DRB1_0405. The binding affinity (normalized) is 0.534. (8) The peptide sequence is VLEKLELLQRRFGGT. The MHC is HLA-DQA10201-DQB10303 with pseudo-sequence HLA-DQA10201-DQB10303. The binding affinity (normalized) is 0.264. (9) The peptide sequence is VAIKSLTERLYVGGPLTNSR. The MHC is DRB1_0401 with pseudo-sequence DRB1_0401. The binding affinity (normalized) is 0.230. (10) The peptide sequence is SQDLCLSWNLNGLQAY. The MHC is DRB1_0802 with pseudo-sequence DRB1_0802. The binding affinity (normalized) is 0.334.